Dataset: Forward reaction prediction with 1.9M reactions from USPTO patents (1976-2016). Task: Predict the product of the given reaction. (1) Given the reactants [NH2:1][C:2]1[C:7]([C:8]2[N:31]([C:32]3[CH:37]=[CH:36][C:35]([C:38]4([NH:42]C(=O)OC(C)(C)C)[CH2:41][CH2:40][CH2:39]4)=[CH:34][CH:33]=3)[C:11]3=[N:12][C:13]([C:16]4[CH:21]=[CH:20][CH:19]=[C:18]([NH:22][C:23]([CH:25]5[CH2:30][O:29][CH2:28][CH2:27][O:26]5)=[O:24])[CH:17]=4)=[CH:14][CH:15]=[C:10]3[N:9]=2)=[CH:6][CH:5]=[CH:4][N:3]=1.FC(F)(F)C(O)=O.[Cl:57]CCl, predict the reaction product. The product is: [ClH:57].[NH2:42][C:38]1([C:35]2[CH:34]=[CH:33][C:32]([N:31]3[C:11]4=[N:12][C:13]([C:16]5[CH:17]=[C:18]([NH:22][C:23]([CH:25]6[CH2:30][O:29][CH2:28][CH2:27][O:26]6)=[O:24])[CH:19]=[CH:20][CH:21]=5)=[CH:14][CH:15]=[C:10]4[N:9]=[C:8]3[C:7]3[C:2]([NH2:1])=[N:3][CH:4]=[CH:5][CH:6]=3)=[CH:37][CH:36]=2)[CH2:41][CH2:40][CH2:39]1. (2) Given the reactants [CH2:1]([N:3]([CH2:31][CH3:32])[C:4]1[CH:9]=[CH:8][C:7]([NH:10][C:11]([C:13]2([NH:23]C(=O)OC(C)(C)C)[CH2:22][CH2:21][C:20]3[C:15](=[CH:16][CH:17]=[CH:18][CH:19]=3)[CH2:14]2)=[O:12])=[CH:6][CH:5]=1)[CH3:2], predict the reaction product. The product is: [CH2:31]([N:3]([CH2:1][CH3:2])[C:4]1[CH:5]=[CH:6][C:7]([NH:10][C:11]([C:13]2([NH2:23])[CH2:22][CH2:21][C:20]3[C:15](=[CH:16][CH:17]=[CH:18][CH:19]=3)[CH2:14]2)=[O:12])=[CH:8][CH:9]=1)[CH3:32]. (3) Given the reactants CC1(C)[O:7][CH2:6][C:5]([CH2:18][F:19])([CH2:8][CH2:9][N:10]2[CH:14]=[CH:13][N:12]=[C:11]2[N+:15]([O-:17])=[O:16])[CH2:4][O:3]1.Cl, predict the reaction product. The product is: [OH:3][CH2:4][C:5]([CH2:6][OH:7])([CH2:18][F:19])[CH2:8][CH2:9][N:10]1[CH:14]=[CH:13][N:12]=[C:11]1[N+:15]([O-:17])=[O:16]. (4) Given the reactants [CH3:1][O:2][C:3](=[O:14])[C:4]1[CH:9]=[C:8]([NH2:10])[C:7]([NH2:11])=[C:6]([Cl:12])[C:5]=1[NH2:13].C(N(CC)C(C)C)(C)C.[S:24](Cl)(Cl)=O, predict the reaction product. The product is: [CH3:1][O:2][C:3]([C:4]1[C:5]([NH2:13])=[C:6]([Cl:12])[C:7]2[C:8]([CH:9]=1)=[N:10][S:24][N:11]=2)=[O:14]. (5) The product is: [CH3:3][CH:2]([C:4]1[CH:5]=[CH:6][C:7]([CH2:10][CH2:11][C:12]2[C:13]3=[N:18][S:24](=[O:26])(=[O:25])[CH2:23][CH2:22][N:14]3[CH:15]=[CH:16][CH:17]=2)=[CH:8][CH:9]=1)[CH3:1]. Given the reactants [CH3:1][CH:2]([C:4]1[CH:9]=[CH:8][C:7]([CH2:10][CH2:11][C:12]2[C:13]([NH2:18])=[N:14][CH:15]=[CH:16][CH:17]=2)=[CH:6][CH:5]=1)[CH3:3].[H-].[Na+].Cl[CH2:22][CH2:23][S:24](Cl)(=[O:26])=[O:25].C(=O)([O-])O.[Na+], predict the reaction product. (6) Given the reactants [CH3:1][O:2][C:3](=[O:16])[CH2:4][N:5]1[C:13]2[C:8](=[CH:9][C:10]([F:14])=[CH:11][CH:12]=2)[CH:7]=[C:6]1[CH3:15].[C:17]1([S:23]([C:26]2[S:30][CH:29]=[N:28][C:27]=2[CH:31]=O)(=[O:25])=[O:24])[CH:22]=[CH:21][CH:20]=[CH:19][CH:18]=1, predict the reaction product. The product is: [CH3:1][O:2][C:3](=[O:16])[CH2:4][N:5]1[C:13]2[C:8](=[CH:9][C:10]([F:14])=[CH:11][CH:12]=2)[C:7]([CH2:31][C:27]2[N:28]=[CH:29][S:30][C:26]=2[S:23]([C:17]2[CH:18]=[CH:19][CH:20]=[CH:21][CH:22]=2)(=[O:24])=[O:25])=[C:6]1[CH3:15]. (7) Given the reactants O[C:2]1[CH:3]=[C:4]([CH:7]=[C:8](O)[CH:9]=1)[CH2:5][OH:6].C(O)C1C=CC=CC=1.[C:19]([O-:27])(=[O:26])[C:20]1[CH:25]=[CH:24][CH:23]=[CH:22][CH:21]=1, predict the reaction product. The product is: [C:5]([O:27][C:19](=[O:26])[C:20]1[CH:25]=[CH:24][CH:23]=[CH:22][CH:21]=1)(=[O:6])[C:4]1[CH:7]=[CH:8][CH:9]=[CH:2][CH:3]=1.